Dataset: Full USPTO retrosynthesis dataset with 1.9M reactions from patents (1976-2016). Task: Predict the reactants needed to synthesize the given product. (1) Given the product [CH2:1]([NH:9][C:28]([C:15]1([CH2:14][CH2:13][CH2:12][CH2:11][Br:10])[C:27]2[CH:26]=[CH:25][CH:24]=[CH:23][C:22]=2[C:21]2[C:16]1=[CH:17][CH:18]=[CH:19][CH:20]=2)=[O:29])[CH2:2][C:3]1[CH:8]=[CH:7][CH:6]=[CH:5][CH:4]=1, predict the reactants needed to synthesize it. The reactants are: [CH2:1]([NH2:9])[CH2:2][C:3]1[CH:8]=[CH:7][CH:6]=[CH:5][CH:4]=1.[Br:10][CH2:11][CH2:12][CH2:13][CH2:14][C:15]1([C:28](Cl)=[O:29])[C:27]2[CH:26]=[CH:25][CH:24]=[CH:23][C:22]=2[C:21]2[C:16]1=[CH:17][CH:18]=[CH:19][CH:20]=2. (2) Given the product [Cl:23][C:17]1[C:16]2[C:11](=[CH:12][CH:13]=[CH:14][CH:15]=2)[N:10]=[C:9]([C:6]2[CH:7]=[CH:8][C:3]([N:2]([CH3:20])[CH3:1])=[CH:4][CH:5]=2)[N:18]=1, predict the reactants needed to synthesize it. The reactants are: [CH3:1][N:2]([CH3:20])[C:3]1[CH:8]=[CH:7][C:6]([C:9]2[N:18]=[C:17](O)[C:16]3[C:11](=[CH:12][CH:13]=[CH:14][CH:15]=3)[N:10]=2)=[CH:5][CH:4]=1.O=P(Cl)(Cl)[Cl:23]. (3) Given the product [Si:1]([N:8]1[C:11](=[O:12])[C@H:10]([CH2:13][CH:14]2[CH:15]([Cl:16])[O:35]2)[C@H:9]1[C:17]([O:19][CH2:20][C:21]1[CH:22]=[CH:23][CH:24]=[CH:25][CH:26]=1)=[O:18])([C:4]([CH3:7])([CH3:6])[CH3:5])([CH3:3])[CH3:2], predict the reactants needed to synthesize it. The reactants are: [Si:1]([N:8]1[C:11](=[O:12])[C@H:10]([CH2:13]/[CH:14]=[CH:15]/[Cl:16])[C@H:9]1[C:17]([O:19][CH2:20][C:21]1[CH:26]=[CH:25][CH:24]=[CH:23][CH:22]=1)=[O:18])([C:4]([CH3:7])([CH3:6])[CH3:5])([CH3:3])[CH3:2].ClC1C=CC=C(C(OO)=[O:35])C=1.C(C1C=C(C)C=C(C(C)(C)C)C=1O)(C)(C)C. (4) Given the product [CH2:21]([N:7]1[CH2:6][CH2:5][N:4]([C:8]([O:10][C:11]([CH3:13])([CH3:12])[CH3:14])=[O:9])[CH2:3][CH:2]1[CH3:1])[C:22]1[CH:27]=[CH:26][CH:25]=[CH:24][CH:23]=1, predict the reactants needed to synthesize it. The reactants are: [CH3:1][CH:2]1[NH:7][CH2:6][CH2:5][N:4]([C:8]([O:10][C:11]([CH3:14])([CH3:13])[CH3:12])=[O:9])[CH2:3]1.C([O-])([O-])=O.[K+].[K+].[CH2:21](Br)[C:22]1[CH:27]=[CH:26][CH:25]=[CH:24][CH:23]=1.C([O-])(O)=O.[Na+]. (5) Given the product [NH2:33][C:29]1[N:30]=[C:31]([CH3:32])[C:26]([CH2:25][NH:24][C:16](=[O:18])[C:15]2[CH:19]=[CH:20][N:21]=[C:13]([CH2:12][C:8]3[CH:9]=[C:10]4[C:5](=[CH:6][CH:7]=3)[N:4]=[CH:3][C:2]([CH3:1])=[CH:11]4)[CH:14]=2)=[C:27]([CH3:34])[CH:28]=1, predict the reactants needed to synthesize it. The reactants are: [CH3:1][C:2]1[CH:3]=[N:4][C:5]2[C:10]([CH:11]=1)=[CH:9][C:8]([CH2:12][C:13]1[CH:14]=[C:15]([CH:19]=[CH:20][N:21]=1)[C:16]([OH:18])=O)=[CH:7][CH:6]=2.Cl.Cl.[NH2:24][CH2:25][C:26]1[C:27]([CH3:34])=[CH:28][C:29]([NH2:33])=[N:30][C:31]=1[CH3:32].CCN=C=NCCCN(C)C.C1C=CC2N(O)N=NC=2C=1. (6) Given the product [CH3:21][O:22][C:2]1[N:6]=[C:5]([C:7]2[CH:12]=[CH:11][CH:10]=[C:9]([O:13][C:14]([F:17])([F:16])[F:15])[CH:8]=2)[N:4]([CH3:18])[C:3]=1[CH:19]=[O:20], predict the reactants needed to synthesize it. The reactants are: Br[C:2]1[N:6]=[C:5]([C:7]2[CH:12]=[CH:11][CH:10]=[C:9]([O:13][C:14]([F:17])([F:16])[F:15])[CH:8]=2)[N:4]([CH3:18])[C:3]=1[CH:19]=[O:20].[CH3:21][O-:22].[Na+]. (7) Given the product [Br:25][C:26]1[CH:31]=[CH:30][C:29]([S:32]([NH:24][C:20]2[CH:21]=[N:22][CH:23]=[C:18]([C:16]3[CH:15]=[CH:14][C:10]4[N:11]=[CH:12][N:13]=[C:8]([O:7][CH:4]5[CH2:5][CH2:6][O:1][CH2:2][CH2:3]5)[C:9]=4[N:17]=3)[CH:19]=2)(=[O:33])=[O:34])=[C:28]([F:36])[CH:27]=1, predict the reactants needed to synthesize it. The reactants are: [O:1]1[CH2:6][CH2:5][CH:4]([O:7][C:8]2[C:9]3[N:17]=[C:16]([C:18]4[CH:19]=[C:20]([NH2:24])[CH:21]=[N:22][CH:23]=4)[CH:15]=[CH:14][C:10]=3[N:11]=[CH:12][N:13]=2)[CH2:3][CH2:2]1.[Br:25][C:26]1[CH:31]=[CH:30][C:29]([S:32](Cl)(=[O:34])=[O:33])=[C:28]([F:36])[CH:27]=1. (8) Given the product [CH2:21]([O:1][C:2]1[CH:3]=[CH:4][C:5]([C:6]([O:8][CH3:9])=[O:7])=[CH:10][CH:11]=1)[CH:19]=[CH2:18], predict the reactants needed to synthesize it. The reactants are: [OH:1][C:2]1[CH:11]=[CH:10][C:5]([C:6]([O:8][CH3:9])=[O:7])=[CH:4][CH:3]=1.C(=O)([O-])[O-].[K+].[K+].[CH3:18][C:19]([CH3:21])=O.C(Br)C=C.